Dataset: Forward reaction prediction with 1.9M reactions from USPTO patents (1976-2016). Task: Predict the product of the given reaction. Given the reactants C(OC([N:8]([CH2:26][C:27]([O:29][C:30](C)(C)[CH3:31])=[O:28])[C:9]1[CH:14]=[CH:13][CH:12]=[C:11]([CH2:15][NH:16][S:17]([C:20]2[CH:21]=[N:22][CH:23]=[CH:24][CH:25]=2)(=[O:19])=[O:18])[N:10]=1)=O)(C)(C)C.C(OC(N(CC(OC(C)(C)C)=O)C1C=CC=C(CNS(C2C=CC=CN=2)(=O)=O)N=1)=O)(C)(C)C.Cl.C(O)C, predict the reaction product. The product is: [N:22]1[CH:23]=[CH:24][CH:25]=[C:20]([S:17]([NH:16][CH2:15][C:11]2[N:10]=[C:9]([NH:8][CH2:26][C:27]([O:29][CH2:30][CH3:31])=[O:28])[CH:14]=[CH:13][CH:12]=2)(=[O:19])=[O:18])[CH:21]=1.